This data is from Merck oncology drug combination screen with 23,052 pairs across 39 cell lines. The task is: Regression. Given two drug SMILES strings and cell line genomic features, predict the synergy score measuring deviation from expected non-interaction effect. (1) Synergy scores: synergy=-2.93. Cell line: NCIH520. Drug 1: CC(C)CC(NC(=O)C(Cc1ccccc1)NC(=O)c1cnccn1)B(O)O. Drug 2: Cc1nc(Nc2ncc(C(=O)Nc3c(C)cccc3Cl)s2)cc(N2CCN(CCO)CC2)n1. (2) Drug 1: C=CCn1c(=O)c2cnc(Nc3ccc(N4CCN(C)CC4)cc3)nc2n1-c1cccc(C(C)(C)O)n1. Drug 2: CCc1c2c(nc3ccc(O)cc13)-c1cc3c(c(=O)n1C2)COC(=O)C3(O)CC. Cell line: CAOV3. Synergy scores: synergy=-4.10. (3) Cell line: CAOV3. Drug 1: COc1cccc2c1C(=O)c1c(O)c3c(c(O)c1C2=O)CC(O)(C(=O)CO)CC3OC1CC(N)C(O)C(C)O1. Drug 2: CC(C)CC(NC(=O)C(Cc1ccccc1)NC(=O)c1cnccn1)B(O)O. Synergy scores: synergy=-15.9. (4) Drug 1: CC1CC2C3CCC4=CC(=O)C=CC4(C)C3(F)C(O)CC2(C)C1(O)C(=O)CO. Cell line: A2058. Drug 2: CS(=O)(=O)CCNCc1ccc(-c2ccc3ncnc(Nc4ccc(OCc5cccc(F)c5)c(Cl)c4)c3c2)o1. Synergy scores: synergy=-16.2. (5) Drug 1: CN1C(=O)C=CC2(C)C3CCC4(C)C(NC(=O)OCC(F)(F)F)CCC4C3CCC12. Drug 2: O=C(O)C1(Cc2cccc(Nc3nccs3)n2)CCC(Oc2cccc(Cl)c2F)CC1. Cell line: OV90. Synergy scores: synergy=-1.71. (6) Drug 1: CS(=O)(=O)CCNCc1ccc(-c2ccc3ncnc(Nc4ccc(OCc5cccc(F)c5)c(Cl)c4)c3c2)o1. Drug 2: COC1=C2CC(C)CC(OC)C(O)C(C)C=C(C)C(OC(N)=O)C(OC)C=CC=C(C)C(=O)NC(=CC1=O)C2=O. Cell line: DLD1. Synergy scores: synergy=47.6.